This data is from NCI-60 drug combinations with 297,098 pairs across 59 cell lines. The task is: Regression. Given two drug SMILES strings and cell line genomic features, predict the synergy score measuring deviation from expected non-interaction effect. (1) Drug 1: CC1C(C(CC(O1)OC2CC(CC3=C2C(=C4C(=C3O)C(=O)C5=C(C4=O)C(=CC=C5)OC)O)(C(=O)CO)O)N)O.Cl. Drug 2: C1CC(=O)NC(=O)C1N2C(=O)C3=CC=CC=C3C2=O. Cell line: MDA-MB-435. Synergy scores: CSS=0.496, Synergy_ZIP=11.8, Synergy_Bliss=2.29, Synergy_Loewe=4.28, Synergy_HSA=0.484. (2) Cell line: HOP-62. Drug 2: CCC1(CC2CC(C3=C(CCN(C2)C1)C4=CC=CC=C4N3)(C5=C(C=C6C(=C5)C78CCN9C7C(C=CC9)(C(C(C8N6C)(C(=O)OC)O)OC(=O)C)CC)OC)C(=O)OC)O.OS(=O)(=O)O. Drug 1: CC1C(C(=O)NC(C(=O)N2CCCC2C(=O)N(CC(=O)N(C(C(=O)O1)C(C)C)C)C)C(C)C)NC(=O)C3=C4C(=C(C=C3)C)OC5=C(C(=O)C(=C(C5=N4)C(=O)NC6C(OC(=O)C(N(C(=O)CN(C(=O)C7CCCN7C(=O)C(NC6=O)C(C)C)C)C)C(C)C)C)N)C. Synergy scores: CSS=-0.658, Synergy_ZIP=0.318, Synergy_Bliss=-0.383, Synergy_Loewe=-0.802, Synergy_HSA=-3.02. (3) Drug 1: CN1C(=O)N2C=NC(=C2N=N1)C(=O)N. Drug 2: CC1=C(C=C(C=C1)NC(=O)C2=CC=C(C=C2)CN3CCN(CC3)C)NC4=NC=CC(=N4)C5=CN=CC=C5. Cell line: COLO 205. Synergy scores: CSS=-2.14, Synergy_ZIP=1.71, Synergy_Bliss=0.921, Synergy_Loewe=0.802, Synergy_HSA=-1.03. (4) Drug 1: C1=CC(=CC=C1C#N)C(C2=CC=C(C=C2)C#N)N3C=NC=N3. Drug 2: C1C(C(OC1N2C=C(C(=O)NC2=O)F)CO)O. Cell line: MDA-MB-435. Synergy scores: CSS=3.55, Synergy_ZIP=-2.57, Synergy_Bliss=-0.842, Synergy_Loewe=-2.54, Synergy_HSA=-3.06. (5) Drug 1: C1CN(CCN1C(=O)CCBr)C(=O)CCBr. Drug 2: C1C(C(OC1N2C=NC(=NC2=O)N)CO)O. Cell line: TK-10. Synergy scores: CSS=5.81, Synergy_ZIP=-3.70, Synergy_Bliss=-1.17, Synergy_Loewe=-1.24, Synergy_HSA=-2.28. (6) Drug 1: C1=CC(=CC=C1CCCC(=O)O)N(CCCl)CCCl. Drug 2: C1=CN(C(=O)N=C1N)C2C(C(C(O2)CO)O)O.Cl. Cell line: SNB-75. Synergy scores: CSS=10.8, Synergy_ZIP=-5.70, Synergy_Bliss=-11.0, Synergy_Loewe=-10.9, Synergy_HSA=-10.1.